Dataset: Full USPTO retrosynthesis dataset with 1.9M reactions from patents (1976-2016). Task: Predict the reactants needed to synthesize the given product. (1) Given the product [ClH:23].[ClH:23].[CH3:1][C:2]1[CH:22]=[C:5]2[C:6]([C@@H:10]3[CH2:12][C@H:11]3[CH2:13][NH2:14])=[CH:7][CH:8]=[CH:9][N:4]2[N:3]=1, predict the reactants needed to synthesize it. The reactants are: [CH3:1][C:2]1[CH:22]=[C:5]2[C:6]([C@@H:10]3[CH2:12][C@H:11]3[CH2:13][NH:14]C(=O)OC(C)(C)C)=[CH:7][CH:8]=[CH:9][N:4]2[N:3]=1.[ClH:23].CO. (2) Given the product [CH:1]1([C:4]2[NH:25][C:7]3[N:8]=[N:9][C:10]([CH2:12][CH2:13][CH2:14][CH2:15][N:16]4[CH:20]=[C:19]([C:21]([OH:23])=[O:22])[N:18]=[N:17]4)=[CH:11][C:6]=3[C:5]=2[F:26])[CH2:3][CH2:2]1, predict the reactants needed to synthesize it. The reactants are: [CH:1]1([C:4]2[NH:25][C:7]3[N:8]=[N:9][C:10]([CH2:12][CH2:13][CH2:14][CH2:15][N:16]4[CH:20]=[C:19]([C:21]([O:23]C)=[O:22])[N:18]=[N:17]4)=[CH:11][C:6]=3[C:5]=2[F:26])[CH2:3][CH2:2]1.[Li+].[OH-]. (3) Given the product [CH3:1][O:2][C:3]1[CH:4]=[C:5]([C:11](=[O:27])[CH2:12][C:17]2[CH:22]=[CH:21][C:20]([O:23][CH3:24])=[C:19]([O:25][CH3:26])[CH:18]=2)[CH:6]=[C:7]([O:9][CH3:10])[CH:8]=1, predict the reactants needed to synthesize it. The reactants are: [CH3:1][O:2][C:3]1[CH:4]=[C:5]([C:11](=[O:27])[CH:12]([C:17]2[CH:22]=[CH:21][C:20]([O:23][CH3:24])=[C:19]([O:25][CH3:26])[CH:18]=2)C(OC)=O)[CH:6]=[C:7]([O:9][CH3:10])[CH:8]=1.B(O)(O)O. (4) Given the product [Cl:12][C:13]1[CH:14]=[CH:15][C:16]([O:19][C:2]2[CH:7]=[CH:6][C:5]([N+:8]([O-:10])=[O:9])=[CH:4][C:3]=2[Cl:11])=[N:17][CH:18]=1, predict the reactants needed to synthesize it. The reactants are: Cl[C:2]1[CH:7]=[CH:6][C:5]([N+:8]([O-:10])=[O:9])=[CH:4][C:3]=1[Cl:11].[Cl:12][C:13]1[CH:14]=[CH:15][C:16]([OH:19])=[N:17][CH:18]=1.C(=O)([O-])[O-].[K+].[K+].CC(N(C)C)=O. (5) Given the product [Cl:50][C:31]1[C:32]2[C:33](=[O:41])[C:34]3[CH:35]=[CH:36][CH:37]=[N:38][C:39]=3[C:40]=2[C:28]2[CH:27]=[CH:26][C:25]([O:21][CH3:10])=[CH:24][C:29]=2[N:30]=1, predict the reactants needed to synthesize it. The reactants are: COC1C2N[C:10](=[O:21])C3C(=O)C4N=CC=CC=4C=3C=2C=CC=1.CO[C:24]1[C:29]2[NH:30][C:31](=O)[C:32]3[C:33](=[O:41])[C:34]4[CH:35]=[CH:36][CH:37]=[N:38][C:39]=4[C:40]=3[C:28]=2[CH:27]=[CH:26][CH:25]=1.CN(C=O)C.P(Cl)(Cl)([Cl:50])=O. (6) Given the product [F:23][C:19]1[CH:18]=[C:17]([C:16]#[C:15][C:13]2[CH:12]=[N:11][CH:10]=[C:9]([CH:14]=2)[C:8]([N:26]([O:27][CH3:28])[CH3:25])=[O:24])[CH:22]=[CH:21][CH:20]=1, predict the reactants needed to synthesize it. The reactants are: C[Al](C)C.C(O[C:8](=[O:24])[C:9]1[CH:14]=[C:13]([C:15]#[C:16][C:17]2[CH:22]=[CH:21][CH:20]=[C:19]([F:23])[CH:18]=2)[CH:12]=[N:11][CH:10]=1)C.[CH3:25][NH:26][O:27][CH3:28].[C@H](O)(C([O-])=O)[C@@H](O)C([O-])=O.[Na+].[K+]. (7) Given the product [Cl:19][CH2:14][C:5]1[C:6]([C:10]([F:13])([F:12])[F:11])=[N:7][N:8]([CH3:9])[C:4]=1[O:3][CH:2]([F:1])[F:15], predict the reactants needed to synthesize it. The reactants are: [F:1][CH:2]([F:15])[O:3][C:4]1[N:8]([CH3:9])[N:7]=[C:6]([C:10]([F:13])([F:12])[F:11])[C:5]=1[CH3:14].S(Cl)([Cl:19])(=O)=O.N(C(C)(C)C#N)=NC(C)(C)C#N.O.